Dataset: CYP2C9 substrate classification data from Carbon-Mangels et al.. Task: Regression/Classification. Given a drug SMILES string, predict its absorption, distribution, metabolism, or excretion properties. Task type varies by dataset: regression for continuous measurements (e.g., permeability, clearance, half-life) or binary classification for categorical outcomes (e.g., BBB penetration, CYP inhibition). Dataset: cyp2c9_substrate_carbonmangels. (1) The molecule is CC1=C(C)C(=O)C([C@@H](CCCCCC(=O)O)c2ccccc2)=C(C)C1=O. The result is 1 (substrate). (2) The compound is CN1C(C(=O)Nc2ccccn2)=C(O)c2ccccc2S1(=O)=O. The result is 1 (substrate). (3) The compound is CCCO. The result is 0 (non-substrate). (4) The compound is Cc1ncc2n1-c1ccc(Cl)cc1C(c1ccccc1F)=NC2. The result is 1 (substrate).